From a dataset of CYP2D6 inhibition data for predicting drug metabolism from PubChem BioAssay. Regression/Classification. Given a drug SMILES string, predict its absorption, distribution, metabolism, or excretion properties. Task type varies by dataset: regression for continuous measurements (e.g., permeability, clearance, half-life) or binary classification for categorical outcomes (e.g., BBB penetration, CYP inhibition). Dataset: cyp2d6_veith. (1) The compound is CCc1nnc(NC(=O)CSc2ncnc3c2cnn3-c2ccc(OC)cc2)s1. The result is 0 (non-inhibitor). (2) The compound is CC(C)OP(=O)(OC(C)C)C(NC(=O)c1ccc(Br)cc1)c1ccccc1. The result is 0 (non-inhibitor). (3) The molecule is CN(C)Cc1ccc(O)c(CN(C)C)n1. The result is 0 (non-inhibitor). (4) The compound is COC(=O)C(C)Sc1ccc2nnc(-c3ccc(F)cc3)n2n1. The result is 0 (non-inhibitor). (5) The compound is COc1cccc(C(=O)N/N=C/c2cn[nH]c2-c2ccc(OC)cc2OC)c1. The result is 0 (non-inhibitor).